From a dataset of Reaction yield outcomes from USPTO patents with 853,638 reactions. Predict the reaction yield, written as a fraction of the theoretical maximum amount of product (1.0 means a 100% yield; for example, 0.34 means a 34% yield). (1) The reactants are [CH3:1][O:2][C:3]1[CH:8]=[CH:7][CH:6]=[CH:5][C:4]=1[C:9]1[N:18]=[C:17](O)[C:16]2[C:11](=[CH:12][CH:13]=[CH:14][CH:15]=2)[N:10]=1.P(Cl)(Cl)([Cl:22])=O. No catalyst specified. The product is [Cl:22][C:17]1[C:16]2[C:11](=[CH:12][CH:13]=[CH:14][CH:15]=2)[N:10]=[C:9]([C:4]2[CH:5]=[CH:6][CH:7]=[CH:8][C:3]=2[O:2][CH3:1])[N:18]=1. The yield is 0.930. (2) The product is [Br:1][C:2]1[CH:3]=[C:4]([CH:17]=[CH:18][C:19]=1[Cl:20])[C:5]([N:7]([C:9]1[CH:14]=[CH:13][CH:12]=[CH:11][C:10]=1[OH:15])[CH3:8])=[O:6]. The yield is 0.930. The catalyst is C(Cl)Cl. The reactants are [Br:1][C:2]1[CH:3]=[C:4]([CH:17]=[CH:18][C:19]=1[Cl:20])[C:5]([N:7]([C:9]1[CH:14]=[CH:13][CH:12]=[CH:11][C:10]=1[O:15]C)[CH3:8])=[O:6].B(Br)(Br)Br. (3) The reactants are [CH3:1][N:2]([CH:10]1[CH2:15][CH2:14][N:13]([CH3:16])[CH2:12][CH2:11]1)[C:3]1[CH:8]=[CH:7][CH:6]=[C:5]([NH2:9])[N:4]=1.[F:17][C:18]1[CH:26]=[CH:25][C:21]([C:22]([Cl:24])=[O:23])=[CH:20][CH:19]=1. No catalyst specified. The product is [ClH:24].[F:17][C:18]1[CH:26]=[CH:25][C:21]([C:22]([NH:9][C:5]2[CH:6]=[CH:7][CH:8]=[C:3]([N:2]([CH3:1])[CH:10]3[CH2:15][CH2:14][N:13]([CH3:16])[CH2:12][CH2:11]3)[N:4]=2)=[O:23])=[CH:20][CH:19]=1. The yield is 0.900.